Dataset: Forward reaction prediction with 1.9M reactions from USPTO patents (1976-2016). Task: Predict the product of the given reaction. (1) The product is: [C:17]1([CH:15]([N:1]2[CH2:6][CH2:5][CH2:4][C@H:3]([C:7]([O:9][C:10]([CH3:13])([CH3:12])[CH3:11])=[O:8])[CH2:2]2)[CH3:16])[CH:22]=[CH:21][CH:20]=[CH:19][CH:18]=1. Given the reactants [NH:1]1[CH2:6][CH2:5][CH2:4][C@H:3]([C:7]([O:9][C:10]([CH3:13])([CH3:12])[CH3:11])=[O:8])[CH2:2]1.Br[CH:15]([C:17]1[CH:22]=[CH:21][CH:20]=[CH:19][CH:18]=1)[CH3:16], predict the reaction product. (2) Given the reactants C[C@]12[C@@]3(C)[C@@H]([C@]4(C)[C@@H](CC3)C(C)(C)C(C3C=CC(C(OC)=O)=CC=3)=CC4)CC[C@@H]1[C@H]1[C@H](C(C)=C)CC[C@]1(NC(N)=S)CC2.C(N(CC)C(C)C)(C)C.Br[CH2:54][C:55]([C:57]1[CH:61]=[CH:60][S:59][CH:58]=1)=[O:56].[CH3:62][C@:63]12[C@@:80]3([CH3:81])[C@@H:71]([C@:72]4([CH3:94])[C@@H:77]([CH2:78][CH2:79]3)[C:76]([CH3:83])([CH3:82])[C:75]([C:84]3[CH:93]=[CH:92][C:87]([C:88]([O:90][CH3:91])=[O:89])=[CH:86][CH:85]=3)=[CH:74][CH2:73]4)[CH2:70][CH2:69][C@@H:68]1[C@H:67]1[C@H:95]([C:98]([CH3:100])=[CH2:99])[CH2:96][CH2:97][C@:66]1([NH:101][C:102]1[S:103][CH:104]=[C:105]([C:107]3[CH:111]=[CH:110][S:109][CH:108]=3)[N:106]=1)[CH2:65][CH2:64]2, predict the reaction product. The product is: [CH3:62][C@:63]12[C@@:80]3([CH3:81])[C@@H:71]([C@:72]4([CH3:94])[C@@H:77]([CH2:78][CH2:79]3)[C:76]([CH3:82])([CH3:83])[C:75]([C:84]3[CH:93]=[CH:92][C:87]([C:88]([O:90][CH3:91])=[O:89])=[CH:86][CH:85]=3)=[CH:74][CH2:73]4)[CH2:70][CH2:69][C@@H:68]1[C@H:67]1[C@H:95]([C:98]([CH3:100])=[CH2:99])[CH2:96][CH2:97][C@:66]1([N:101]([CH2:54][C:55](=[O:56])[C:57]1[CH:61]=[CH:60][S:59][CH:58]=1)[C:102]1[S:103][CH:104]=[C:105]([C:107]3[CH:111]=[CH:110][S:109][CH:108]=3)[N:106]=1)[CH2:65][CH2:64]2. (3) The product is: [O:22]=[C:20]([CH2:19][CH2:15][C:16]([O:18][CH2:11][CH3:12])=[O:17])[CH2:30][C:29]([O:28][CH2:26][CH3:27])=[O:34]. Given the reactants C(N1[CH:12]=[CH:11]N=C1)(N1C=CN=C1)=O.C([CH:15]([CH2:19][C:20]([OH:22])=O)[C:16]([OH:18])=[O:17])C.[Cl-].[Mg+2].[Cl-].[CH2:26]([O:28][C:29](=[O:34])[CH2:30]C([O-])=O)[CH3:27].[K+], predict the reaction product. (4) Given the reactants [N:1]1([C:8]2[CH:9]=[CH:10][C:11]3[N:18]4[CH2:19][C@H:14]([CH2:15][CH2:16][CH2:17]4)[N:13]([C:20]([NH:22][C:23]4[CH:28]=[CH:27][N:26]=[CH:25][N:24]=4)=[O:21])[C:12]=3[N:29]=2)[CH2:7][CH2:6][CH2:5][NH:4][CH2:3][CH2:2]1.[CH2:30]=O, predict the reaction product. The product is: [CH3:30][N:4]1[CH2:5][CH2:6][CH2:7][N:1]([C:8]2[CH:9]=[CH:10][C:11]3[N:18]4[CH2:19][C@H:14]([CH2:15][CH2:16][CH2:17]4)[N:13]([C:20]([NH:22][C:23]4[CH:28]=[CH:27][N:26]=[CH:25][N:24]=4)=[O:21])[C:12]=3[N:29]=2)[CH2:2][CH2:3]1. (5) Given the reactants [C:1]([C:5]1[CH:6]=[C:7]([N+:16]([O-:18])=[O:17])[C:8]([O:14][CH3:15])=[C:9]([CH:13]=1)[C:10]([OH:12])=O)([CH3:4])([CH3:3])[CH3:2].C(Cl)(=O)C(Cl)=O.CC[N:27]([CH:31]([CH3:33])[CH3:32])C(C)C.C1(N)CC1.C(=O)(O)[O-].[Na+], predict the reaction product. The product is: [C:1]([C:5]1[CH:6]=[C:7]([N+:16]([O-:18])=[O:17])[C:8]([O:14][CH3:15])=[C:9]([CH:13]=1)[C:10]([NH:27][CH:31]1[CH2:33][CH2:32]1)=[O:12])([CH3:2])([CH3:3])[CH3:4].